From a dataset of NCI-60 drug combinations with 297,098 pairs across 59 cell lines. Regression. Given two drug SMILES strings and cell line genomic features, predict the synergy score measuring deviation from expected non-interaction effect. (1) Drug 1: COC1=C(C=C2C(=C1)N=CN=C2NC3=CC(=C(C=C3)F)Cl)OCCCN4CCOCC4. Drug 2: C(=O)(N)NO. Cell line: SN12C. Synergy scores: CSS=26.1, Synergy_ZIP=-0.863, Synergy_Bliss=2.02, Synergy_Loewe=-29.9, Synergy_HSA=1.85. (2) Drug 1: C1=CC(=CC=C1CCC2=CNC3=C2C(=O)NC(=N3)N)C(=O)NC(CCC(=O)O)C(=O)O. Drug 2: CC12CCC3C(C1CCC2OP(=O)(O)O)CCC4=C3C=CC(=C4)OC(=O)N(CCCl)CCCl.[Na+]. Cell line: K-562. Synergy scores: CSS=43.8, Synergy_ZIP=-0.879, Synergy_Bliss=-2.50, Synergy_Loewe=-20.1, Synergy_HSA=-1.35.